Dataset: Full USPTO retrosynthesis dataset with 1.9M reactions from patents (1976-2016). Task: Predict the reactants needed to synthesize the given product. (1) Given the product [CH2:1]([C:3]1[CH:12]=[C:11]2[C:6]([C:7](=[O:19])[N:8]([N:14]([C:26](=[O:31])[CH2:27][CH2:28][CH2:29][CH3:30])[S:15]([CH3:18])(=[O:16])=[O:17])[C:9](=[O:13])[NH:10]2)=[CH:5][C:4]=1[C:20]1[N:21]([CH3:25])[N:22]=[CH:23][CH:24]=1)[CH3:2], predict the reactants needed to synthesize it. The reactants are: [CH2:1]([C:3]1[CH:12]=[C:11]2[C:6]([C:7](=[O:19])[N:8]([NH:14][S:15]([CH3:18])(=[O:17])=[O:16])[C:9](=[O:13])[NH:10]2)=[CH:5][C:4]=1[C:20]1[N:21]([CH3:25])[N:22]=[CH:23][CH:24]=1)[CH3:2].[C:26](Cl)(=[O:31])[CH2:27][CH2:28][CH2:29][CH3:30]. (2) Given the product [Cl:1][C:2]1[CH:3]=[N+:4]([O-:27])[CH:5]=[C:6]([Cl:26])[C:7]=1[CH2:8][C@@H:9]([C:11]1[CH:16]=[CH:15][C:14]([O:17][CH:18]([F:20])[F:19])=[C:13]([O:21][CH2:22][CH:23]2[CH2:25][CH2:24]2)[CH:12]=1)[O:10][C:43](=[O:44])[CH2:42][O:41][S:38]([C:32]1[CH:33]=[CH:34][C:35]([O:36][CH3:37])=[C:30]([O:29][CH3:28])[CH:31]=1)(=[O:40])=[O:39], predict the reactants needed to synthesize it. The reactants are: [Cl:1][C:2]1[CH:3]=[N+:4]([O-:27])[CH:5]=[C:6]([Cl:26])[C:7]=1[CH2:8][C@@H:9]([C:11]1[CH:16]=[CH:15][C:14]([O:17][CH:18]([F:20])[F:19])=[C:13]([O:21][CH2:22][CH:23]2[CH2:25][CH2:24]2)[CH:12]=1)[OH:10].[CH3:28][O:29][C:30]1[CH:31]=[C:32]([S:38]([O:41][CH2:42][C:43](O)=[O:44])(=[O:40])=[O:39])[CH:33]=[CH:34][C:35]=1[O:36][CH3:37].C(Cl)CCl. (3) Given the product [Cl:1][C:2]1[CH:17]=[C:16]([CH2:18][NH:25][CH2:20][CH2:21][CH:22]([CH3:24])[CH3:23])[CH:15]=[CH:14][C:3]=1[O:4][C:5]1[CH:6]=[CH:7][C:8]([C:11]([NH2:13])=[O:12])=[N:9][CH:10]=1, predict the reactants needed to synthesize it. The reactants are: [Cl:1][C:2]1[CH:17]=[C:16]([CH:18]=O)[CH:15]=[CH:14][C:3]=1[O:4][C:5]1[CH:6]=[CH:7][C:8]([C:11]([NH2:13])=[O:12])=[N:9][CH:10]=1.[CH2:20]([NH2:25])[CH2:21][CH:22]([CH3:24])[CH3:23]. (4) Given the product [Cl:21][C:18]1[CH:17]=[C:16]([CH3:22])[N:15]=[C:14]([O:10][C:3]2[C:4]([CH3:9])=[CH:5][C:6]([CH3:8])=[CH:7][C:2]=2[CH3:1])[C:19]=1[CH3:20], predict the reactants needed to synthesize it. The reactants are: [CH3:1][C:2]1[CH:7]=[C:6]([CH3:8])[CH:5]=[C:4]([CH3:9])[C:3]=1[OH:10].[H-].[Na+].Cl[C:14]1[C:19]([CH3:20])=[C:18]([Cl:21])[CH:17]=[C:16]([CH3:22])[N:15]=1.C(Cl)(Cl)Cl. (5) Given the product [CH3:38][O:39][C:40]1[CH:45]=[CH:44][CH:43]=[CH:42][C:41]=1[C:46]1[N:54]2[C:49]([CH:50]=[N:51][C:52]([NH:55][C:56]3[CH:57]=[CH:58][C:59]([O:62][CH2:63][CH2:64][N:65]4[CH2:66][CH2:67][N:68]([CH3:71])[CH2:69][CH2:70]4)=[CH:60][CH:61]=3)=[N:53]2)=[CH:48][CH:47]=1, predict the reactants needed to synthesize it. The reactants are: N1(C2N=CC(N)=CC=2)CCOCC1.CN1CCN(CCOC2C=CC(N)=CC=2)CC1.FC(F)(F)C(O)=O.[CH3:38][O:39][C:40]1[CH:45]=[CH:44][CH:43]=[CH:42][C:41]=1[C:46]1[N:54]2[C:49]([CH:50]=[N:51][C:52]([NH:55][C:56]3[CH:61]=[CH:60][C:59]([O:62][CH2:63][CH2:64][N:65]4[CH2:70][CH2:69][N:68]([CH3:71])[CH2:67][CH2:66]4)=[CH:58][CH:57]=3)=[N:53]2)=[CH:48][CH:47]=1. (6) Given the product [Br:1][C:2]1[CH:3]=[CH:4][C:5]([C:8]2[CH:21]=[C:11]3[CH:12]=[C:13]([C:16]([OH:18])=[O:17])[CH:14]=[CH:15][N:10]3[N:9]=2)=[CH:6][CH:7]=1, predict the reactants needed to synthesize it. The reactants are: [Br:1][C:2]1[CH:7]=[CH:6][C:5]([C:8]2[CH:21]=[C:11]3[CH:12]=[C:13]([C:16]([O:18]CC)=[O:17])[CH:14]=[CH:15][N:10]3[N:9]=2)=[CH:4][CH:3]=1.O.O[Li].O.Cl. (7) Given the product [CH2:1]([C:5]1[CH:6]=[CH:7][C:8]([C:11]#[C:12][C:13]2[CH:14]=[CH:15][C:16]([CH2:17][N:18]([C:39](=[O:40])[CH2:38][CH2:37][CH:32]3[CH2:36][CH2:35][CH2:34][CH2:33]3)[C:19]3[CH:20]=[CH:21][C:22]([C:23]([O:25][CH2:26][CH3:27])=[O:24])=[CH:28][CH:29]=3)=[CH:30][CH:31]=2)=[CH:9][CH:10]=1)[CH2:2][CH2:3][CH3:4], predict the reactants needed to synthesize it. The reactants are: [CH2:1]([C:5]1[CH:10]=[CH:9][C:8]([C:11]#[C:12][C:13]2[CH:31]=[CH:30][C:16]([CH2:17][NH:18][C:19]3[CH:29]=[CH:28][C:22]([C:23]([O:25][CH2:26][CH3:27])=[O:24])=[CH:21][CH:20]=3)=[CH:15][CH:14]=2)=[CH:7][CH:6]=1)[CH2:2][CH2:3][CH3:4].[CH:32]1([CH2:37][CH2:38][C:39](Cl)=[O:40])[CH2:36][CH2:35][CH2:34][CH2:33]1. (8) The reactants are: [CH3:1][N:2]([C:10]1[CH:11]=[N:12][CH:13]=[CH:14][CH:15]=1)[C:3]1[CH:8]=[CH:7][CH:6]=[C:5]([NH2:9])[CH:4]=1.CCN(C(C)C)C(C)C.[Cl:25][C:26]1[CH:27]=[C:28]([CH:32]=[CH:33][CH:34]=1)[C:29](Cl)=[O:30]. Given the product [Cl:25][C:26]1[CH:27]=[C:28]([CH:32]=[CH:33][CH:34]=1)[C:29]([NH:9][C:5]1[CH:6]=[CH:7][CH:8]=[C:3]([N:2]([CH3:1])[C:10]2[CH:11]=[N:12][CH:13]=[CH:14][CH:15]=2)[CH:4]=1)=[O:30], predict the reactants needed to synthesize it. (9) Given the product [S:11]1[C:10]2[C:5](=[N:6][CH:7]=[CH:8][CH:9]=2)[CH:4]=[C:3]1[CH2:2][NH2:12], predict the reactants needed to synthesize it. The reactants are: Cl[CH2:2][C:3]1[S:11][C:10]2[C:5](=[N:6][CH:7]=[CH:8][CH:9]=2)[CH:4]=1.[NH3:12].CO.